Dataset: Acute oral toxicity (LD50) regression data from Zhu et al.. Task: Regression/Classification. Given a drug SMILES string, predict its toxicity properties. Task type varies by dataset: regression for continuous values (e.g., LD50, hERG inhibition percentage) or binary classification for toxic/non-toxic outcomes (e.g., AMES mutagenicity, cardiotoxicity, hepatotoxicity). Dataset: ld50_zhu. (1) The molecule is CC(=O)OC1C(O)C2OC3C=C(C)C(=O)C(O)C3(CO)C1(C)C21CO1. The rat oral LD50 is 4.95, given as -log10 of the dose in mol/kg body weight (higher means more acutely toxic). (2) The molecule is C=CC(CCCCC)OC(C)=O. The rat oral LD50 is 2.30, given as -log10 of the dose in mol/kg body weight (higher means more acutely toxic). (3) The molecule is CCCCCCCCCCCCCCCN. The rat oral LD50 is 2.54, given as -log10 of the dose in mol/kg body weight (higher means more acutely toxic). (4) The drug is CCOCCCO. The rat oral LD50 is 1.17, given as -log10 of the dose in mol/kg body weight (higher means more acutely toxic). (5) The molecule is OCC1CC2CCC1C2. The rat oral LD50 is 1.90, given as -log10 of the dose in mol/kg body weight (higher means more acutely toxic). (6) The molecule is O=Cc1cccc2ccccc12. The rat oral LD50 is 2.37, given as -log10 of the dose in mol/kg body weight (higher means more acutely toxic). (7) The compound is O=[N+]([O-])c1ccc(O)c(Cl)c1. The rat oral LD50 is 2.29, given as -log10 of the dose in mol/kg body weight (higher means more acutely toxic). (8) The molecule is CC(=O)NC(CC(C)C)C(=O)NC(CC(C)C)C(=O)NC(C=O)CCCNC(=N)N. The rat oral LD50 is 2.77, given as -log10 of the dose in mol/kg body weight (higher means more acutely toxic). (9) The compound is NC(=O)c1cc2cc(CN3CCCCC3)ccc2o1. The rat oral LD50 is 3.01, given as -log10 of the dose in mol/kg body weight (higher means more acutely toxic).